Task: Predict the product of the given reaction.. Dataset: Forward reaction prediction with 1.9M reactions from USPTO patents (1976-2016) (1) Given the reactants P([O:13][CH2:14][CH2:15][N:16]([CH:48]1[CH2:52][CH2:51][CH2:50][CH2:49]1)[CH2:17][CH2:18][CH2:19][O:20][C:21]1[CH:30]=[C:29]2[C:24]([C:25]([NH:31][C:32]3[CH:36]=[C:35]([CH2:37][C:38]([NH:40][C:41]4[CH:46]=[CH:45][CH:44]=[C:43]([F:47])[CH:42]=4)=[O:39])[NH:34][N:33]=3)=[N:26][CH:27]=[N:28]2)=[CH:23][CH:22]=1)(OC(C)(C)C)(OC(C)(C)C)=O.C1(NCCO)CCCC1, predict the reaction product. The product is: [CH:48]1([N:16]([CH2:15][CH2:14][OH:13])[CH2:17][CH2:18][CH2:19][O:20][C:21]2[CH:30]=[C:29]3[C:24]([C:25]([NH:31][C:32]4[CH:36]=[C:35]([CH2:37][C:38]([NH:40][C:41]5[CH:46]=[CH:45][CH:44]=[C:43]([F:47])[CH:42]=5)=[O:39])[NH:34][N:33]=4)=[N:26][CH:27]=[N:28]3)=[CH:23][CH:22]=2)[CH2:49][CH2:50][CH2:51][CH2:52]1. (2) Given the reactants [F:1][C:2]1[CH:3]=[C:4]([C:9]2[C:18]3[C:13](=[CH:14][CH:15]=[CH:16][CH:17]=3)[CH:12]=[CH:11][C:10]=2[CH:19]([NH:21]S(C(C)(C)C)=O)[CH3:20])[CH:5]=[C:6]([F:8])[CH:7]=1.Cl, predict the reaction product. The product is: [F:1][C:2]1[CH:3]=[C:4]([C:9]2[C:18]3[C:13](=[CH:14][CH:15]=[CH:16][CH:17]=3)[CH:12]=[CH:11][C:10]=2[CH:19]([NH2:21])[CH3:20])[CH:5]=[C:6]([F:8])[CH:7]=1. (3) The product is: [Cl:1][C:2]1[C:10]2[N:9]([CH2:11][CH2:12][OH:13])[C:8]3[CH2:17][CH2:18][N:19]([C:22]([O:24][C:25]([CH3:27])([CH3:26])[CH3:28])=[O:23])[CH2:20][CH2:21][C:7]=3[C:6]=2[CH:5]=[CH:4][C:3]=1[Cl:29]. Given the reactants [Cl:1][C:2]1[C:10]2[N:9]([CH2:11][C:12](OCC)=[O:13])[C:8]3[CH2:17][CH2:18][N:19]([C:22]([O:24][C:25]([CH3:28])([CH3:27])[CH3:26])=[O:23])[CH2:20][CH2:21][C:7]=3[C:6]=2[CH:5]=[CH:4][C:3]=1[Cl:29].[Li+].[BH4-].[OH-].[Na+].CCOC(C)=O, predict the reaction product. (4) Given the reactants [C:1]([O:5][C:6]([N:8]1[CH2:13][CH2:12][CH:11]([CH2:14][NH2:15])[CH2:10][CH2:9]1)=[O:7])([CH3:4])([CH3:3])[CH3:2].C([N:23]1[CH:27]=[CH:26][N:25]=[CH:24]1)([N:23]1[CH:27]=[CH:26][N:25]=[CH:24]1)=S.N1C=CN=C1.[C:33]1(N)[CH:38]=CC=[CH:35][C:34]=1N.C(N=C=NC(C)C)(C)C, predict the reaction product. The product is: [C:1]([O:5][C:6]([N:8]1[CH2:13][CH2:12][CH:11]([CH2:14][NH:15][C:24]2[NH:23][C:27]3[CH:38]=[CH:33][CH:34]=[CH:35][C:26]=3[N:25]=2)[CH2:10][CH2:9]1)=[O:7])([CH3:4])([CH3:3])[CH3:2]. (5) Given the reactants [F:1][C:2]1[C:7]([N:8]2[C:12]([S:13]([C:16]3[CH:21]=[CH:20][CH:19]=[C:18]([O:22][CH3:23])[CH:17]=3)(=[O:15])=[O:14])=[CH:11][C:10]([CH2:24][OH:25])=[N:9]2)=[CH:6][CH:5]=[CH:4][N:3]=1, predict the reaction product. The product is: [F:1][C:2]1[C:7]([N:8]2[C:12]([S:13]([C:16]3[CH:21]=[CH:20][CH:19]=[C:18]([O:22][CH3:23])[CH:17]=3)(=[O:14])=[O:15])=[CH:11][C:10]([CH:24]=[O:25])=[N:9]2)=[CH:6][CH:5]=[CH:4][N:3]=1. (6) Given the reactants [C:1](Cl)(Cl)=[S:2].[C@H:5]1([NH2:15])[C:14]2[C:9](=[CH:10][CH:11]=[CH:12][CH:13]=2)[CH2:8][CH2:7][CH2:6]1.[OH-].[Na+], predict the reaction product. The product is: [N:15]([C@H:5]1[C:14]2[C:9](=[CH:10][CH:11]=[CH:12][CH:13]=2)[CH2:8][CH2:7][CH2:6]1)=[C:1]=[S:2]. (7) Given the reactants [NH2:1][CH:2]1[CH2:7][CH2:6][N:5]([CH2:8][C:9]2[CH:14]=[CH:13][CH:12]=[CH:11][CH:10]=2)[CH2:4][CH2:3]1.C(N(CC)CC)C.[C:22](O[C:22]([O:24][C:25]([CH3:28])([CH3:27])[CH3:26])=[O:23])([O:24][C:25]([CH3:28])([CH3:27])[CH3:26])=[O:23].O, predict the reaction product. The product is: [CH2:8]([N:5]1[CH2:6][CH2:7][CH:2]([NH:1][C:22]([O:24][C:25]([CH3:28])([CH3:27])[CH3:26])=[O:23])[CH2:3][CH2:4]1)[C:9]1[CH:14]=[CH:13][CH:12]=[CH:11][CH:10]=1. (8) Given the reactants Cl[C:2]1[CH:7]=[CH:6][N:5]=[CH:4][C:3]=1[N+:8]([O-:10])=[O:9].[OH:11][C@H:12]1[CH2:17][CH2:16][CH2:15][NH:14][CH2:13]1.C(N(CC)CC)C, predict the reaction product. The product is: [N+:8]([C:3]1[CH:4]=[N:5][CH:6]=[CH:7][C:2]=1[N:14]1[CH2:15][CH2:16][CH2:17][C@H:12]([OH:11])[CH2:13]1)([O-:10])=[O:9].